Dataset: Catalyst prediction with 721,799 reactions and 888 catalyst types from USPTO. Task: Predict which catalyst facilitates the given reaction. (1) Reactant: [CH3:1][C:2]1[N:7]=[C:6]([C:8]2[CH:13]=[CH:12][NH:11][C:10](=[O:14])[N:9]=2)[CH:5]=[CH:4][CH:3]=1.[H-].[Na+].Br[CH2:18][CH2:19][CH2:20][CH2:21][Cl:22].O. Product: [Cl:22][CH2:21][CH2:20][CH2:19][CH2:18][N:11]1[CH:12]=[CH:13][C:8]([C:6]2[CH:5]=[CH:4][CH:3]=[C:2]([CH3:1])[N:7]=2)=[N:9][C:10]1=[O:14]. The catalyst class is: 3. (2) Reactant: [Cl:1][C:2]1[CH:3]=[CH:4][C:5](F)=[C:6]([CH:9]=1)[CH:7]=[O:8].[CH3:11][C:12]1[N:16]=[CH:15][NH:14][N:13]=1.C([O-])([O-])=O.[Cs+].[Cs+]. Product: [Cl:1][C:2]1[CH:3]=[CH:4][C:5]([N:14]2[CH:15]=[N:16][C:12]([CH3:11])=[N:13]2)=[C:6]([CH:9]=1)[CH:7]=[O:8]. The catalyst class is: 197. (3) Reactant: [C:1]([O:5][C:6]([N:8]1[CH2:13][CH2:12][N:11]([C:14]2[CH:19]=[CH:18][C:17]([C:20]3[O:24][CH:23]=[N:22][C:21]=3[C:25]([O:27]CC)=[O:26])=[CH:16][CH:15]=2)[CH2:10][C:9]1([CH3:31])[CH3:30])=[O:7])([CH3:4])([CH3:3])[CH3:2].[OH-].[Na+]. Product: [C:1]([O:5][C:6]([N:8]1[CH2:13][CH2:12][N:11]([C:14]2[CH:15]=[CH:16][C:17]([C:20]3[O:24][CH:23]=[N:22][C:21]=3[C:25]([OH:27])=[O:26])=[CH:18][CH:19]=2)[CH2:10][C:9]1([CH3:31])[CH3:30])=[O:7])([CH3:4])([CH3:2])[CH3:3]. The catalyst class is: 36. (4) Reactant: [Si]([O:8][CH2:9][C@H:10]([N:17]1[CH:22]=[CH:21][CH:20]=[C:19]([C:23]([O:25][CH3:26])=[O:24])[C:18]1=[O:27])[C:11]1[CH:16]=[CH:15][CH:14]=[CH:13][CH:12]=1)(C(C)(C)C)(C)C.[Br:28]N1C(=O)CCC1=O. Product: [Br:28][C:21]1[CH:20]=[C:19]([C:23]([O:25][CH3:26])=[O:24])[C:18](=[O:27])[N:17]([C@H:10]([C:11]2[CH:16]=[CH:15][CH:14]=[CH:13][CH:12]=2)[CH2:9][OH:8])[CH:22]=1. The catalyst class is: 3.